The task is: Predict which catalyst facilitates the given reaction.. This data is from Catalyst prediction with 721,799 reactions and 888 catalyst types from USPTO. Reactant: C([O:5][C:6]([CH:8]1[CH:12]([C:13]2[CH:18]=[CH:17][CH:16]=[C:15]([Cl:19])[C:14]=2[F:20])[C:11]([C:23]2[CH:28]=[CH:27][C:26]([Cl:29])=[CH:25][C:24]=2[F:30])([C:21]#[N:22])[CH:10]([CH2:31][C:32]([CH3:35])([CH3:34])[CH3:33])[N:9]1[CH2:36][CH2:37][O:38][Si:39]([C:42]([CH3:45])([CH3:44])[CH3:43])([CH3:41])[CH3:40])=[O:7])(C)(C)C.[F:46][C:47]([F:52])([F:51])[C:48]([OH:50])=[O:49]. Product: [F:46][C:47]([F:52])([F:51])[C:48]([OH:50])=[O:49].[C:42]([Si:39]([CH3:40])([CH3:41])[O:38][CH2:37][CH2:36][N:9]1[CH:10]([CH2:31][C:32]([CH3:35])([CH3:34])[CH3:33])[C:11]([C:23]2[CH:28]=[CH:27][C:26]([Cl:29])=[CH:25][C:24]=2[F:30])([C:21]#[N:22])[CH:12]([C:13]2[CH:18]=[CH:17][CH:16]=[C:15]([Cl:19])[C:14]=2[F:20])[CH:8]1[C:6]([OH:7])=[O:5])([CH3:43])([CH3:44])[CH3:45]. The catalyst class is: 4.